Dataset: Catalyst prediction with 721,799 reactions and 888 catalyst types from USPTO. Task: Predict which catalyst facilitates the given reaction. (1) Reactant: C([O:3][C:4]([C:6]1[C:7]([CH:18]([F:20])[F:19])=[N:8][N:9]([C:14]([CH3:17])([CH3:16])[CH3:15])[C:10]=1[CH:11]([F:13])[F:12])=[O:5])C.[OH-].[Na+]. The catalyst class is: 8. Product: [C:14]([N:9]1[C:10]([CH:11]([F:12])[F:13])=[C:6]([C:4]([OH:5])=[O:3])[C:7]([CH:18]([F:20])[F:19])=[N:8]1)([CH3:17])([CH3:15])[CH3:16]. (2) Reactant: [C:1]([O:5][C:6]([N:8]1[CH2:15][CH:14]2[NH:16][CH:10]([CH2:11][NH:12][CH2:13]2)[CH2:9]1)=[O:7])([CH3:4])([CH3:3])[CH3:2].[Cl:17][CH2:18][C:19](Cl)=[O:20]. Product: [C:1]([O:5][C:6]([N:8]1[CH2:9][CH:10]2[NH:16][CH:14]([CH2:13][N:12]([C:19](=[O:20])[CH2:18][Cl:17])[CH2:11]2)[CH2:15]1)=[O:7])([CH3:4])([CH3:2])[CH3:3]. The catalyst class is: 2. (3) Reactant: [NH2:1][CH:2]([CH2:10][C:11]1[N:12]=[CH:13][S:14][CH:15]=1)[C:3]([O:5][C:6]([CH3:9])([CH3:8])[CH3:7])=[O:4].[S:16]1[CH:20]=[CH:19][N:18]=[C:17]1[CH:21]=O.S([O-])([O-])(=O)=O.[Mg+2]. Product: [S:16]1[CH:20]=[CH:19][N:18]=[C:17]1[CH:21]=[N:1][CH:2]([CH2:10][C:11]1[N:12]=[CH:13][S:14][CH:15]=1)[C:3]([O:5][C:6]([CH3:9])([CH3:8])[CH3:7])=[O:4]. The catalyst class is: 4. (4) Reactant: C(OC(=O)[NH:10][CH:11]1[CH2:15][C:14](=[O:16])[N:13]([C:17]2[CH:18]=[CH:19][C:20]3[O:21][CH2:22][C:23](=[O:27])[NH:24][C:25]=3[N:26]=2)[CH2:12]1)C1C=CC=CC=1. Product: [NH2:10][CH:11]1[CH2:12][N:13]([C:17]2[CH:18]=[CH:19][C:20]3[O:21][CH2:22][C:23](=[O:27])[NH:24][C:25]=3[N:26]=2)[C:14](=[O:16])[CH2:15]1. The catalyst class is: 19. (5) Reactant: [C:1]1([C:19]2[CH:24]=[CH:23][CH:22]=[CH:21][CH:20]=2)[CH:6]=[CH:5][C:4]([C:7]([N:9]2[CH2:14][CH2:13][CH:12]([C:15]([O:17]C)=[O:16])[CH2:11][CH2:10]2)=[O:8])=[CH:3][CH:2]=1.[OH-].[Na+].O.Cl. Product: [C:1]1([C:19]2[CH:24]=[CH:23][CH:22]=[CH:21][CH:20]=2)[CH:2]=[CH:3][C:4]([C:7]([N:9]2[CH2:10][CH2:11][CH:12]([C:15]([OH:17])=[O:16])[CH2:13][CH2:14]2)=[O:8])=[CH:5][CH:6]=1. The catalyst class is: 7. (6) Reactant: [C:1]([NH:5][C:6]([C:8]1[C:16]2[C:11](=[N:12][CH:13]=[C:14](Br)[N:15]=2)[N:10]([CH2:18][O:19][CH2:20][CH2:21][Si:22]([CH3:25])([CH3:24])[CH3:23])[CH:9]=1)=[O:7])([CH3:4])([CH3:3])[CH3:2].[CH3:26][S:27]([C:30]1[CH:38]=[C:37]2[C:33]([C:34]([Sn](CCCC)(CCCC)CCCC)=[N:35][N:36]2[CH3:39])=[CH:32][CH:31]=1)(=[O:29])=[O:28]. Product: [C:1]([NH:5][C:6]([C:8]1[C:16]2[C:11](=[N:12][CH:13]=[C:14]([C:34]3[C:33]4[C:37](=[CH:38][C:30]([S:27]([CH3:26])(=[O:28])=[O:29])=[CH:31][CH:32]=4)[N:36]([CH3:39])[N:35]=3)[N:15]=2)[N:10]([CH2:18][O:19][CH2:20][CH2:21][Si:22]([CH3:25])([CH3:24])[CH3:23])[CH:9]=1)=[O:7])([CH3:4])([CH3:3])[CH3:2]. The catalyst class is: 441. (7) Reactant: [Cl:1][C:2]1[CH:3]=[CH:4][C:5]([O:25][CH3:26])=[C:6]([C:8]2[C:12]([NH:13][C:14]([C:16]3[CH:17]=[N:18][N:19]4[CH:24]=[CH:23][CH:22]=[N:21][C:20]=34)=[O:15])=[CH:11][NH:10][N:9]=2)[CH:7]=1.C1(C)C=CC(S(O[CH2:37][CH2:38][Cl:39])(=O)=O)=CC=1.C(=O)([O-])[O-].[Cs+].[Cs+]. Product: [Cl:1][C:2]1[CH:3]=[CH:4][C:5]([O:25][CH3:26])=[C:6]([C:8]2[C:12]([NH:13][C:14]([C:16]3[CH:17]=[N:18][N:19]4[CH:24]=[CH:23][CH:22]=[N:21][C:20]=34)=[O:15])=[CH:11][N:10]([CH2:37][CH2:38][Cl:39])[N:9]=2)[CH:7]=1. The catalyst class is: 9. (8) Reactant: [CH3:1][C:2](C)([O-:4])C.[K+].Cl[C:8]1[N:16]=[CH:15][CH:14]=[CH:13][C:9]=1[C:10]([OH:12])=[O:11]. Product: [CH2:2]([O:4][C:8]1[C:9]([C:10]([OH:12])=[O:11])=[CH:13][CH:14]=[CH:15][N:16]=1)[CH3:1]. The catalyst class is: 8. (9) Reactant: [C:1]([O:9][CH2:10][C:11]1[CH:15]=[C:14]([CH3:16])[O:13][N:12]=1)(=[O:8])[C:2]1[CH:7]=[CH:6][CH:5]=[CH:4][CH:3]=1.C1C(=O)N([Br:24])C(=O)C1.OS(O)(=O)=O.C([O-])(O)=O.[Na+]. Product: [C:1]([O:9][CH2:10][C:11]1[C:15]([Br:24])=[C:14]([CH3:16])[O:13][N:12]=1)(=[O:8])[C:2]1[CH:3]=[CH:4][CH:5]=[CH:6][CH:7]=1. The catalyst class is: 52.